Dataset: Catalyst prediction with 721,799 reactions and 888 catalyst types from USPTO. Task: Predict which catalyst facilitates the given reaction. Reactant: N1C=CC=C(COC(=O)[NH:10][CH2:11][C:12]2[CH:17]=[CH:16][C:15]([C:18]([NH:20][C:21]3[C:26]([NH:27][C:28]([O:30][C:31]([CH3:34])([CH3:33])[CH3:32])=[O:29])=[CH:25][CH:24]=[C:23]([C:35]4[CH:40]=[CH:39][CH:38]=[CH:37][CH:36]=4)[N:22]=3)=[O:19])=[CH:14][CH:13]=2)C=1.C(O)=O. Product: [C:31]([O:30][C:28](=[O:29])[NH:27][C:26]1[C:21]([NH:20][C:18](=[O:19])[C:15]2[CH:14]=[CH:13][C:12]([CH2:11][NH2:10])=[CH:17][CH:16]=2)=[N:22][C:23]([C:35]2[CH:40]=[CH:39][CH:38]=[CH:37][CH:36]=2)=[CH:24][CH:25]=1)([CH3:34])([CH3:32])[CH3:33]. The catalyst class is: 50.